Dataset: hERG potassium channel inhibition data for cardiac toxicity prediction from Karim et al.. Task: Regression/Classification. Given a drug SMILES string, predict its toxicity properties. Task type varies by dataset: regression for continuous values (e.g., LD50, hERG inhibition percentage) or binary classification for toxic/non-toxic outcomes (e.g., AMES mutagenicity, cardiotoxicity, hepatotoxicity). Dataset: herg_karim. (1) The drug is Nc1nc2ccc(C(F)(F)F)cc2n1CC(O)c1ccc(C(F)(F)F)cc1Cl. The result is 0 (non-blocker). (2) The molecule is COc1ccc(-c2ccc3ncc4c(c3c2)n(-c2ccc(N3CCNCC3)c(C(F)(F)F)c2)c(=O)n4C)cn1. The result is 0 (non-blocker). (3) The drug is O=S(=O)(Nc1ccc2nc(Cc3ccc(Oc4ccccc4)cc3)[nH]c2c1)c1ccccc1. The result is 1 (blocker). (4) The compound is CCP(CC)(CC)=[Au]S[C@@H]1O[C@H](COC(C)=O)[C@@H](OC(C)=O)[C@H](OC(C)=O)[C@H]1OC(C)=O. The result is 0 (non-blocker).